Dataset: Forward reaction prediction with 1.9M reactions from USPTO patents (1976-2016). Task: Predict the product of the given reaction. (1) Given the reactants [F:1][C:2]([F:33])([F:32])[CH2:3][NH:4][C:5]1[C:6]2[O:31][CH:30]=[CH:29][C:7]=2[N:8]=[C:9]([NH:11][C:12]2[CH:20]=[C:19]3[C:15]([CH:16]=[N:17][N:18]3COCC[Si](C)(C)C)=[CH:14][CH:13]=2)[N:10]=1.C(O)(C(F)(F)F)=O, predict the reaction product. The product is: [NH:18]1[C:19]2[C:15](=[CH:14][CH:13]=[C:12]([NH:11][C:9]3[N:10]=[C:5]([NH:4][CH2:3][C:2]([F:32])([F:33])[F:1])[C:6]4[O:31][CH:30]=[CH:29][C:7]=4[N:8]=3)[CH:20]=2)[CH:16]=[N:17]1. (2) The product is: [CH2:1]([O:3][C:4]1[CH:9]=[CH:8][C:7]([C:10]2[CH:18]=[CH:17][CH:16]=[C:15]3[C:11]=2[CH2:12][CH2:13][C:14]3=[O:19])=[C:6]([O:20][CH2:29][CH:30]([CH3:32])[CH3:31])[C:5]=1[O:21][CH3:22])[CH3:2]. Given the reactants [CH2:1]([O:3][C:4]1[CH:9]=[CH:8][C:7]([C:10]2[CH:18]=[CH:17][CH:16]=[C:15]3[C:11]=2[CH2:12][CH2:13][C:14]3=[O:19])=[C:6]([OH:20])[C:5]=1[O:21][CH3:22])[CH3:2].C(=O)([O-])[O-].[K+].[K+].[CH2:29](Br)[CH:30]([CH3:32])[CH3:31], predict the reaction product. (3) Given the reactants C(OC([N:8]1[CH2:13][CH2:12][N:11]([CH2:14][CH2:15][NH:16][C:17]([C:19]2[C:23]([CH3:24])=[C:22](/[CH:25]=[C:26]3\[C:27](=[O:47])[NH:28][C:29]4[C:34]\3=[CH:33][C:32]([S:35]([CH2:38][C:39]3[C:44]([Cl:45])=[CH:43][CH:42]=[CH:41][C:40]=3[Cl:46])(=[O:37])=[O:36])=[CH:31][CH:30]=4)[NH:21][C:20]=2[CH3:48])=[O:18])[CH2:10][CH2:9]1)=O)(C)(C)C.C(O)(C(F)(F)F)=O, predict the reaction product. The product is: [N:11]1([CH2:14][CH2:15][NH:16][C:17]([C:19]2[C:23]([CH3:24])=[C:22](/[CH:25]=[C:26]3\[C:27](=[O:47])[NH:28][C:29]4[C:34]\3=[CH:33][C:32]([S:35]([CH2:38][C:39]3[C:44]([Cl:45])=[CH:43][CH:42]=[CH:41][C:40]=3[Cl:46])(=[O:37])=[O:36])=[CH:31][CH:30]=4)[NH:21][C:20]=2[CH3:48])=[O:18])[CH2:12][CH2:13][NH:8][CH2:9][CH2:10]1. (4) Given the reactants C([O:3][C:4](=[O:33])[CH2:5][CH:6]([N:10]1[C:14]2[CH:15]=[CH:16][CH:17]=[CH:18][C:13]=2[N:12]([CH2:19][C:20]2[CH:21]=[C:22]([CH3:31])[N:23]3[C:28]=2[C:27]([Cl:29])=[CH:26][C:25]([Cl:30])=[CH:24]3)[C:11]1=[O:32])[CH2:7][CH2:8][CH3:9])C.[Li+].[OH-], predict the reaction product. The product is: [Cl:30][C:25]1[CH:26]=[C:27]([Cl:29])[C:28]2[N:23]([C:22]([CH3:31])=[CH:21][C:20]=2[CH2:19][N:12]2[C:13]3[CH:18]=[CH:17][CH:16]=[CH:15][C:14]=3[N:10]([CH:6]([CH2:7][CH2:8][CH3:9])[CH2:5][C:4]([OH:33])=[O:3])[C:11]2=[O:32])[CH:24]=1.